Dataset: Full USPTO retrosynthesis dataset with 1.9M reactions from patents (1976-2016). Task: Predict the reactants needed to synthesize the given product. (1) Given the product [NH2:7][C@H:8]1[CH2:39][CH2:38][C:11]2[N:12]=[C:13]([NH:15][C:16](=[O:37])[C:17]3[CH:22]=[CH:21][CH:20]=[C:19]([CH2:23][N:24]4[CH:28]=[C:27]([C:29]5[CH:30]=[CH:31][C:32]([C:35]#[N:36])=[CH:33][CH:34]=5)[CH:26]=[N:25]4)[CH:18]=3)[S:14][C:10]=2[CH2:9]1, predict the reactants needed to synthesize it. The reactants are: C(OC(=O)[NH:7][C@H:8]1[CH2:39][CH2:38][C:11]2[N:12]=[C:13]([NH:15][C:16](=[O:37])[C:17]3[CH:22]=[CH:21][CH:20]=[C:19]([CH2:23][N:24]4[CH:28]=[C:27]([C:29]5[CH:34]=[CH:33][C:32]([C:35]#[N:36])=[CH:31][CH:30]=5)[CH:26]=[N:25]4)[CH:18]=3)[S:14][C:10]=2[CH2:9]1)(C)(C)C.C([O-])([O-])=O.[Na+].[Na+]. (2) The reactants are: [CH:1]1([CH2:4][O:5][C:6]2[C:11]([O:12][CH3:13])=[CH:10][CH:9]=[CH:8][C:7]=2/[CH:14]=[CH:15]/[C:16]2[O:17][C:18]3[C:23]([C:24](=[O:27])[C:25]=2[I:26])=[CH:22][CH:21]=[CH:20][CH:19]=3)[CH2:3][CH2:2]1.[CH:28]1(OC2C(OC)=CC=CC=2C=O)CCCC1.OC1C=CC=CC=1C(=O)C. Given the product [CH:4]1([O:5][C:6]2[C:11]([O:12][CH3:13])=[CH:10][CH:9]=[CH:8][C:7]=2/[CH:14]=[CH:15]/[C:16]2[O:17][C:18]3[C:23]([C:24](=[O:27])[C:25]=2[I:26])=[CH:22][CH:21]=[CH:20][CH:19]=3)[CH2:28][CH2:2][CH2:3][CH2:1]1, predict the reactants needed to synthesize it. (3) Given the product [N:12]1[CH:17]=[CH:16][C:15]([C:2]2[CH:10]=[CH:9][CH:8]=[C:7]3[C:3]=2[CH2:4][CH2:5][C:6]3=[O:11])=[CH:14][CH:13]=1, predict the reactants needed to synthesize it. The reactants are: Br[C:2]1[CH:10]=[CH:9][CH:8]=[C:7]2[C:3]=1[CH2:4][CH2:5][C:6]2=[O:11].[N:12]1[CH:17]=[CH:16][C:15](B(O)O)=[CH:14][CH:13]=1.C([O-])([O-])=O.[K+].[K+]. (4) Given the product [CH2:1]([O:8][C:9]1[CH:17]=[C:16]2[C:12]([C@H:13]([CH2:30][Cl:31])[CH2:14][N:15]2[C:18](=[O:29])[CH2:19][CH2:20][CH2:21][C:73]([N:70]2[C:71]3[CH:72]=[C:64]([NH:63][C:61](=[O:62])[C@@H:60]([NH:59][C:57](=[O:58])[O:56][CH2:55][CH:53]4[C:54]5[CH:42]=[CH:43][CH:44]=[CH:45][C:46]=5[C:47]5[C:52]4=[CH:51][CH:50]=[CH:49][CH:48]=5)[CH3:86])[C:65]4[CH:85]=[CH:84][CH:83]=[CH:82][C:66]=4[C:67]=3[C@H:68]([CH2:80][Cl:81])[CH2:69]2)=[O:74])=[C:11]2[C:32]([CH3:35])=[CH:33][S:34][C:10]=12)[C:2]1[CH:7]=[CH:6][CH:5]=[CH:4][CH:3]=1, predict the reactants needed to synthesize it. The reactants are: [CH2:1]([O:8][C:9]1[CH:17]=[C:16]2[C:12]([C@H:13]([CH2:30][Cl:31])[CH2:14][N:15]2[C:18](=[O:29])[CH2:19][CH2:20][CH2:21]C(OC(C)(C)C)=O)=[C:11]2[C:32]([CH3:35])=[CH:33][S:34][C:10]=12)[C:2]1[CH:7]=[CH:6][CH:5]=[CH:4][CH:3]=1.C(Cl)(=O)C(Cl)=O.[CH:42]1[C:54]2[CH:53]([CH2:55][O:56][C:57]([NH:59][C@@H:60]([CH3:86])[C:61]([NH:63][C:64]3[C:65]4[CH:85]=[CH:84][CH:83]=[CH:82][C:66]=4[C:67]4[C@H:68]([CH2:80][Cl:81])[CH2:69][N:70]([C:73](OC(C)(C)C)=[O:74])[C:71]=4[CH:72]=3)=[O:62])=[O:58])[C:52]3[C:47](=[CH:48][CH:49]=[CH:50][CH:51]=3)[C:46]=2[CH:45]=[CH:44][CH:43]=1. (5) Given the product [Cl:32][C:18]1[CH:17]=[CH:16][N:15]=[C:14]([NH:13][C:9]2[CH:10]=[CH:11][CH:12]=[C:7]([C:5]3[N:6]=[C:2]([CH3:1])[S:3][CH:4]=3)[CH:8]=2)[N:19]=1, predict the reactants needed to synthesize it. The reactants are: [CH3:1][C:2]1[S:3][CH:4]=[C:5]([C:7]2[CH:8]=[C:9]([NH:13][C:14]3[NH:19][C:18](=O)[CH:17]=[CH:16][N:15]=3)[CH:10]=[CH:11][CH:12]=2)[N:6]=1.CN(C)C1C=CC=CC=1.P(Cl)(Cl)([Cl:32])=O. (6) Given the product [Cl:16][C:17]1[CH:22]=[CH:21][CH:20]=[C:19]([Cl:23])[C:18]=1[NH:24][C:25]([NH:15][C:13]1[CH:14]=[C:9]([NH:8][C:5]2[CH:4]=[CH:3][C:2]([F:1])=[CH:7][CH:6]=2)[N:10]=[CH:11][N:12]=1)=[O:26], predict the reactants needed to synthesize it. The reactants are: [F:1][C:2]1[CH:7]=[CH:6][C:5]([NH:8][C:9]2[CH:14]=[C:13]([NH2:15])[N:12]=[CH:11][N:10]=2)=[CH:4][CH:3]=1.[Cl:16][C:17]1[CH:22]=[CH:21][CH:20]=[C:19]([Cl:23])[C:18]=1[N:24]=[C:25]=[O:26].